From a dataset of Reaction yield outcomes from USPTO patents with 853,638 reactions. Predict the reaction yield, written as a fraction of the theoretical maximum amount of product (1.0 means a 100% yield; for example, 0.34 means a 34% yield). (1) The reactants are C([O-])(=O)C.[Na+].[CH3:6][C:7]([CH3:12])([CH3:11])[CH2:8][CH:9]=O.C([BH3-])#N.[Na+].Cl.[CH2:18]([O:20][C:21]([C@@H:23]1[CH2:27][CH2:26][CH2:25][C@@H:24]1[NH2:28])=[O:22])[CH3:19]. The catalyst is CO.C(OCC)(=O)C.C(=O)(O)[O-].[Na+]. The product is [CH2:18]([O:20][C:21]([C@@H:23]1[CH2:27][CH2:26][CH2:25][C@@H:24]1[NH:28][CH2:9][CH2:8][C:7]([CH3:12])([CH3:11])[CH3:6])=[O:22])[CH3:19]. The yield is 0.330. (2) The reactants are FC(F)(F)C(OC(=O)C(F)(F)F)=O.CS(C)=O.[Cl:18][C:19]1[C:24]([CH:25]([OH:30])[C:26]([O:28][CH3:29])=[O:27])=[C:23]([CH3:31])[N:22]=[C:21]2[NH:32][C:33]([CH3:36])=[C:34]([CH3:35])[C:20]=12.C(N(CC)CC)C.[Cl-].[NH4+]. The catalyst is ClCCl. The product is [Cl:18][C:19]1[C:24]([C:25](=[O:30])[C:26]([O:28][CH3:29])=[O:27])=[C:23]([CH3:31])[N:22]=[C:21]2[NH:32][C:33]([CH3:36])=[C:34]([CH3:35])[C:20]=12. The yield is 0.640. (3) The reactants are [NH2:1][C:2]1[CH:10]=[CH:9][CH:8]=[CH:7][C:3]=1[C:4]([NH2:6])=[O:5].[C:11]([N:14]1[CH2:19][CH2:18][N:17]([C:20]2[CH:27]=[CH:26][C:23]([CH:24]=O)=[CH:22][CH:21]=2)[CH2:16][CH2:15]1)(=[O:13])[CH3:12].CC1C=CC(S(O)(=O)=O)=CC=1.OS([O-])=O.[Na+]. The catalyst is CC(N(C)C)=O. The product is [C:11]([N:14]1[CH2:19][CH2:18][N:17]([C:20]2[CH:27]=[CH:26][C:23]([C:24]3[NH:6][C:4](=[O:5])[C:3]4[C:2](=[CH:10][CH:9]=[CH:8][CH:7]=4)[N:1]=3)=[CH:22][CH:21]=2)[CH2:16][CH2:15]1)(=[O:13])[CH3:12]. The yield is 0.890. (4) The reactants are [NH4+:1].[Cl-].C[Al](C)C.[C:7]12([CH:17]([CH2:20][CH3:21])[C:18]#[N:19])[CH2:16][CH:11]3[CH2:12][CH:13]([CH2:15][CH:9]([CH2:10]3)[CH2:8]1)[CH2:14]2.C(Cl)(Cl)[Cl:23]. The catalyst is C1(C)C=CC=CC=1. The product is [ClH:23].[C:7]12([CH:17]([CH2:20][CH3:21])[C:18](=[NH:1])[NH2:19])[CH2:14][CH:13]3[CH2:12][CH:11]([CH2:10][CH:9]([CH2:15]3)[CH2:8]1)[CH2:16]2. The yield is 0.680. (5) The reactants are [NH2:1][C:2]1[C:11]2[C:6](=[C:7](Br)[CH:8]=[CH:9][CH:10]=2)[N:5]=[N:4][C:3]=1[C:13]([NH:15][CH2:16][CH2:17][CH3:18])=[O:14].[CH3:19][O:20][C:21]1[CH:26]=[C:25]([O:27][CH3:28])[CH:24]=[CH:23][C:22]=1B(O)O. No catalyst specified. The product is [NH2:1][C:2]1[C:11]2[C:6](=[C:7]([C:24]3[CH:23]=[CH:22][C:21]([O:20][CH3:19])=[CH:26][C:25]=3[O:27][CH3:28])[CH:8]=[CH:9][CH:10]=2)[N:5]=[N:4][C:3]=1[C:13]([NH:15][CH2:16][CH2:17][CH3:18])=[O:14]. The yield is 0.751.